Task: Regression. Given a peptide amino acid sequence and an MHC pseudo amino acid sequence, predict their binding affinity value. This is MHC class II binding data.. Dataset: Peptide-MHC class II binding affinity with 134,281 pairs from IEDB The peptide sequence is FYKTLRAEQASQE. The MHC is DRB1_1302 with pseudo-sequence DRB1_1302. The binding affinity (normalized) is 0.0146.